From a dataset of Catalyst prediction with 721,799 reactions and 888 catalyst types from USPTO. Predict which catalyst facilitates the given reaction. Reactant: COC1C=CC([N:9](C(C2C=CC=CC=2)C2C=CC=CC=2)[C:10]2[C:11]3[CH:18]=[CH:17][N:16]([C@@H:19]4[O:34][C@H:33]([CH2:35][O:36][Si:37]([C:40]([CH3:43])([CH3:42])[CH3:41])([CH3:39])[CH3:38])[C@@H:22]([O:23][C:24](=[O:32])[CH2:25][CH2:26][CH2:27][CH2:28][CH2:29][CH2:30][CH3:31])[C@@:20]4([CH3:44])[OH:21])[C:12]=3[N:13]=[CH:14][N:15]=2)=CC=1.CO.C(O)(=O)C. Product: [NH2:9][C:10]1[C:11]2[CH:18]=[CH:17][N:16]([C@@H:19]3[O:34][C@H:33]([CH2:35][O:36][Si:37]([C:40]([CH3:43])([CH3:42])[CH3:41])([CH3:38])[CH3:39])[C@@H:22]([O:23][C:24](=[O:32])[CH2:25][CH2:26][CH2:27][CH2:28][CH2:29][CH2:30][CH3:31])[C@@:20]3([CH3:44])[OH:21])[C:12]=2[N:13]=[CH:14][N:15]=1. The catalyst class is: 6.